From a dataset of Catalyst prediction with 721,799 reactions and 888 catalyst types from USPTO. Predict which catalyst facilitates the given reaction. (1) Reactant: [Cl:1][C:2]1[C:3]([F:28])=[C:4]([CH:8]2[C:12]([C:15]3[CH:20]=[CH:19][C:18]([Cl:21])=[CH:17][C:16]=3[F:22])([C:13]#[N:14])[CH:11]([CH2:23][C:24]([CH3:27])([CH3:26])[CH3:25])[CH2:10][NH:9]2)[CH:5]=[CH:6][CH:7]=1.[CH2:29]([O:31][C:32](=[O:47])[CH2:33][CH:34]1[CH2:39][CH2:38][N:37]([C:40](N2C=CN=C2)=[O:41])[CH2:36][CH2:35]1)[CH3:30]. Product: [CH2:29]([O:31][C:32](=[O:47])[CH2:33][CH:34]1[CH2:35][CH2:36][N:37]([C:40]([N:9]2[CH2:10][C@@H:11]([CH2:23][C:24]([CH3:25])([CH3:27])[CH3:26])[C@@:12]([C:15]3[CH:20]=[CH:19][C:18]([Cl:21])=[CH:17][C:16]=3[F:22])([C:13]#[N:14])[C@H:8]2[C:4]2[CH:5]=[CH:6][CH:7]=[C:2]([Cl:1])[C:3]=2[F:28])=[O:41])[CH2:38][CH2:39]1)[CH3:30]. The catalyst class is: 2. (2) Reactant: [CH3:1][N:2]1[C:14]2[CH2:13][CH2:12][CH:11]([CH:15]3[CH2:20][CH2:19][O:18][CH2:17][CH2:16]3)[CH2:10][C:9]=2[C:8]2[C:3]1=[CH:4][CH:5]=[C:6]([C:21](O)=[O:22])[CH:7]=2.[NH:24]1[CH2:28][CH2:27][CH:26]([C:29]([O:31][CH3:32])=[O:30])[CH2:25]1.CN(C(ON1N=NC2C=CC=NC1=2)=[N+](C)C)C.F[P-](F)(F)(F)(F)F.C(N(CC)C(C)C)(C)C. Product: [CH3:1][N:2]1[C:14]2[CH2:13][CH2:12][CH:11]([CH:15]3[CH2:20][CH2:19][O:18][CH2:17][CH2:16]3)[CH2:10][C:9]=2[C:8]2[C:3]1=[CH:4][CH:5]=[C:6]([C:21]([N:24]1[CH2:28][CH2:27][CH:26]([C:29]([O:31][CH3:32])=[O:30])[CH2:25]1)=[O:22])[CH:7]=2. The catalyst class is: 3. (3) Reactant: COC1C=CC(C[S:8][C:9]2[C:14](=[O:15])[N:13]3[C:16]4([CH2:24][CH2:23][CH2:22][CH2:21][CH2:20]4)[NH:17][C:18](=[O:19])[C:12]3=[C:11]([CH3:25])[CH:10]=2)=CC=1.CS(O)(=O)=O. Product: [SH:8][C:9]1[C:14](=[O:15])[N:13]2[C:16]3([CH2:24][CH2:23][CH2:22][CH2:21][CH2:20]3)[NH:17][C:18](=[O:19])[C:12]2=[C:11]([CH3:25])[CH:10]=1. The catalyst class is: 22. (4) Reactant: C(OC([N:8]1[CH2:13][CH2:12][C:11]([NH:15][CH2:16][C:17]2[C:25]3[C:24]([C:26](O)=[O:27])=[CH:23][CH:22]=[N:21][C:20]=3[NH:19][CH:18]=2)([CH3:14])[CH2:10][CH2:9]1)=O)(C)(C)C.C(O)(C(F)(F)F)=O. Product: [CH3:14][C:11]1([N:15]2[CH2:16][C:17]3=[CH:18][NH:19][C:20]4[C:25]3=[C:24]([CH:23]=[CH:22][N:21]=4)[C:26]2=[O:27])[CH2:10][CH2:9][NH:8][CH2:13][CH2:12]1. The catalyst class is: 2. (5) Reactant: N#N.[NH:3]1[C:7]2[CH:8]=[CH:9][CH:10]=[CH:11][C:6]=2[N:5]=[C:4]1[C@H:12]([NH:22][C:23]([NH:25][CH:26]1[CH2:30][CH2:29][NH:28][CH2:27]1)=[O:24])[CH2:13][C:14]1[CH:19]=[CH:18][C:17]([O:20][CH3:21])=[CH:16][CH:15]=1.CCN(C(C)C)C(C)C.[CH3:40][S:41](Cl)(=[O:43])=[O:42]. Product: [NH:3]1[C:7]2[CH:8]=[CH:9][CH:10]=[CH:11][C:6]=2[N:5]=[C:4]1[C@H:12]([NH:22][C:23]([NH:25][CH:26]1[CH2:30][CH2:29][N:28]([S:41]([CH3:40])(=[O:43])=[O:42])[CH2:27]1)=[O:24])[CH2:13][C:14]1[CH:15]=[CH:16][C:17]([O:20][CH3:21])=[CH:18][CH:19]=1. The catalyst class is: 2. (6) Reactant: [C:1]([Cl:6])([C:3](Cl)=O)=O.CN(C=O)C.[N:12]1[C:17]2[CH:18]=[CH:19][S:20]C=2C(=O)[NH:14][CH:13]=1. The catalyst class is: 6. Product: [Cl:6][C:1]1[C:3]2[S:20][CH:19]=[CH:18][C:17]=2[N:12]=[CH:13][N:14]=1. (7) Reactant: [Cl:1][C:2]1[CH:7]=[CH:6][N:5]=[C:4]([NH2:8])[N:3]=1.C[Al](C)C.[F:13][C:14]1[CH:19]=[CH:18][C:17]([N:20]2[C:24]([CH3:25])=[C:23]([C:26](OC)=[O:27])[N:22]=[N:21]2)=[CH:16][CH:15]=1. Product: [Cl:1][C:2]1[CH:7]=[CH:6][N:5]=[C:4]([NH:8][C:26]([C:23]2[N:22]=[N:21][N:20]([C:17]3[CH:18]=[CH:19][C:14]([F:13])=[CH:15][CH:16]=3)[C:24]=2[CH3:25])=[O:27])[N:3]=1. The catalyst class is: 12.